This data is from Tyrosyl-DNA phosphodiesterase HTS with 341,365 compounds. The task is: Binary Classification. Given a drug SMILES string, predict its activity (active/inactive) in a high-throughput screening assay against a specified biological target. (1) The molecule is Clc1cc(c2oc(nn2)c2ccccc2)ccc1. The result is 0 (inactive). (2) The compound is N1(CCN(\N=C\C=C/c2ccccc2)CC1)c1ccc(cc1)C. The result is 0 (inactive). (3) The compound is FC(F)(F)c1nc(NCC2OCCC2)nc(c1)c1ccc(F)cc1. The result is 0 (inactive). (4) The molecule is O(c1c(C(C)C)ccc(c1)C)Cc1onc(n1)c1nonc1N. The result is 0 (inactive). (5) The molecule is Clc1cc(NC(=O)Cn2nnc(c2N)C(=O)NCc2cc3OCOc3cc2)c(OC)cc1. The result is 0 (inactive). (6) The result is 0 (inactive). The drug is S\1C(=S)N(N2C(=O)CCCC2=O)C(=O)C1=C/c1cc(OC)ccc1. (7) The molecule is Clc1cc2c(n3c(nnc3CNS(=O)(=O)C)CN=C2c2ccccc2)cc1. The result is 0 (inactive). (8) The drug is O=c1n(c2c(c3n1nc(n3)C)cccc2)CC(=O)Nc1c(OC)cccc1. The result is 0 (inactive).